Dataset: Catalyst prediction with 721,799 reactions and 888 catalyst types from USPTO. Task: Predict which catalyst facilitates the given reaction. Reactant: [Br:1][C:2]1[CH:3]=[C:4]([OH:9])[C:5](I)=[N:6][CH:7]=1.[CH:10](/B(O)O)=[CH:11]/[CH3:12].C(=O)([O-])[O-].[K+].[K+]. Product: [Br:1][C:2]1[CH:3]=[C:4]([OH:9])[C:5](/[CH:10]=[CH:11]\[CH3:12])=[N:6][CH:7]=1. The catalyst class is: 38.